This data is from Forward reaction prediction with 1.9M reactions from USPTO patents (1976-2016). The task is: Predict the product of the given reaction. (1) Given the reactants Cl.[F:2][C:3]1[CH:8]=[C:7]([F:9])[CH:6]=[CH:5][C:4]=1[N:10]1[CH:14]([C:15]2[CH:16]=[C:17]([C:21]3[CH2:22][CH2:23][NH:24][CH2:25][CH:26]=3)[CH:18]=[N:19][CH:20]=2)[CH2:13][C:12]([C:27]([F:33])([F:32])[C:28]([F:31])([F:30])[F:29])=[N:11]1.C(N(CC)CC)C.[CH:41]1([S:44](Cl)(=[O:46])=[O:45])[CH2:43][CH2:42]1, predict the reaction product. The product is: [F:2][C:3]1[CH:8]=[C:7]([F:9])[CH:6]=[CH:5][C:4]=1[N:10]1[CH:14]([C:15]2[CH:16]=[C:17]([C:21]3[CH2:22][CH2:23][N:24]([S:44]([CH:41]4[CH2:43][CH2:42]4)(=[O:46])=[O:45])[CH2:25][CH:26]=3)[CH:18]=[N:19][CH:20]=2)[CH2:13][C:12]([C:27]([F:33])([F:32])[C:28]([F:31])([F:30])[F:29])=[N:11]1. (2) Given the reactants [CH3:1][C:2]1[N:10]=[C:9]([C:11]([F:14])([F:13])[F:12])[CH:8]=[CH:7][C:3]=1[C:4]([OH:6])=O.C(N(CC)CC)C.[CH3:22][C:23]1([CH3:31])[CH2:28][CH2:27][C:26](=[O:29])[CH2:25][C:24]1=[O:30].CC(C)(O)C#N, predict the reaction product. The product is: [OH:30][C:24]1[C:23]([CH3:31])([CH3:22])[CH2:28][CH2:27][C:26](=[O:29])[C:25]=1[C:4]([C:3]1[C:2]([CH3:1])=[N:10][C:9]([C:11]([F:14])([F:13])[F:12])=[CH:8][CH:7]=1)=[O:6]. (3) The product is: [C:41]([O:40][C@@H:34]([C:12]1[C:13]([CH3:33])=[N:14][C:15]2=[CH:19][C:18]3=[N:17][N:16]2[C:11]=1[N:8]1[CH2:9][CH2:10][C:5]([CH3:45])([O:4][CH2:1][CH2:32][CH2:31][CH2:30][CH2:29][C:24]2[CH:25]=[CH:26][CH:27]=[CH:28][C:23]=2[CH2:22][O:21][CH2:20]3)[CH2:6][CH2:7]1)[C:35]([O:37][CH2:38][CH3:39])=[O:36])([CH3:44])([CH3:42])[CH3:43]. Given the reactants [CH2:1]([O:4][C:5]1([CH3:45])[CH2:10][CH2:9][N:8]([C:11]2[N:16]3[N:17]=[C:18]([CH2:20][O:21][CH2:22][C:23]4[CH:28]=[CH:27][CH:26]=[CH:25][C:24]=4[CH2:29][CH2:30][CH:31]=[CH2:32])[CH:19]=[C:15]3[N:14]=[C:13]([CH3:33])[C:12]=2[C@H:34]([O:40][C:41]([CH3:44])([CH3:43])[CH3:42])[C:35]([O:37][CH2:38][CH3:39])=[O:36])[CH2:7][CH2:6]1)C=C.[BH4-].[Na+], predict the reaction product. (4) Given the reactants [F:1][C:2]1[CH:7]=[CH:6][CH:5]=[C:4]([F:8])[C:3]=1[C:9]([NH:11][C:12]1[CH:13]=[C:14]([CH:20]=[CH:21][CH:22]=1)[C:15]([O:17]CC)=O)=[O:10].[Cl:23][C:24]1[N:29]=[C:28]([CH3:30])[CH:27]=[C:26]([CH3:31])[N:25]=1.[Li+].C[Si]([N-][Si](C)(C)C)(C)C, predict the reaction product. The product is: [Cl:23][C:24]1[N:29]=[C:28]([CH2:30][C:15]([C:14]2[CH:13]=[C:12]([NH:11][C:9](=[O:10])[C:3]3[C:4]([F:8])=[CH:5][CH:6]=[CH:7][C:2]=3[F:1])[CH:22]=[CH:21][CH:20]=2)=[O:17])[CH:27]=[C:26]([CH3:31])[N:25]=1.